Dataset: Experimentally validated miRNA-target interactions with 360,000+ pairs, plus equal number of negative samples. Task: Binary Classification. Given a miRNA mature sequence and a target amino acid sequence, predict their likelihood of interaction. (1) The miRNA is hsa-miR-6819-3p with sequence AAGCCUCUGUCCCCACCCCAG. The protein sequence of the target gene is MELLTFRDVTIEFSLEEWEFLNPAQQSLYRKVMLENYRNLVSLGLTVSKPELISRLEQRQEPWNVKRHETIAKPPAMSSHYTEDLLPEQCMQDSFQKVILRRYGSCGLEDLHLRKDGENVGECKDQKEIYNGLNQCLSTLPSKIFPYNKCVKVFSKSSNLNRENIRHTTEKLFKCMQCGKVFKSHSGLSYHKIIHTEEKLCICEECGKTFKWFSYLTKHKRIHTGEKPYKCEECGKAFNWCSSLTKHKRIHTGEKPYKCEECGKAFHWCSPFVRHKKIHTGEKPYTCEDCGRAFNRHSHL.... Result: 1 (interaction). (2) The miRNA is rno-miR-664-3p with sequence UAUUCAUUUACUCCCCAGCCUA. The protein sequence of the target gene is MRRKEKRLLQAVALALAALVLLPNVGLWALYRERQPDGSPGGLGAAVAPAAVQELHSRQKKTFFLGAEQRLKDWHNKEAIRRDAQRVGYGEQGKPYPMTDAERVDQAYRENGFNIYVSDKISLNRSLPDIRHPNCNSKLYLETLPNTSIIIPFHNEGWSSLLRTVHSVLNRSPPELVAEIVLVDDFSDREHLKKPLEDYMALFPSVRILRTKKREGLIRTRMLGASAATGDVVTFLDSHCEANVNWLPPLLDRIARNRKTIVCPMIDVIDHDDFRYETQAGDAMRGAFDWEMYYKRIPIP.... Result: 0 (no interaction). (3) The miRNA is hsa-miR-2053 with sequence GUGUUAAUUAAACCUCUAUUUAC. The protein sequence of the target gene is MKIQKKLTGCSRLMLLCLSLELLLEAGAGNIHYSVPEETDKGSFVGNIAKDLGLQPQELADGGVRIVSRGRMPLFALNPRSGSLITARRIDREELCAQSMPCLVSFNILVEDKMKLFPVEVEIIDINDNTPQFQLEELEFKMNEITTPGTRVSLPFGQDLDVGMNSLQSYQLSSNPHFSLDVQQGADGPQHPEMVLQSPLDREEEAVHHLILTASDGGEPVRSGTLRIYIQVVDANDNPPAFTQAQYHINVPENVPLGTQLLMVNATDPDEGANGEVTYSFHNVDHRVAQIFRLDSYTGE.... Result: 0 (no interaction). (4) The miRNA is mmu-miR-677-5p with sequence UUCAGUGAUGAUUAGCUUCUGA. The protein sequence of the target gene is MPLVKRNIDPRHLCHTALPRGIKNELECVTNISLANIIRQLSSLSKYAEDIFGELFNEAHSFSFRVNSLQERVDRLSVSVTQLDPKEEELSLQDITMRKAFRSSTIQDQQLFDRKTLPIPLQETYDVCEQPPPLNILTPYRDDGKEGLKFYTNPSYFFDLWKEKMLQDTEDKRKEKRKQKQKNLDRPHEPEKVPRAPHDRRREWQKLAQGPELAEDDADLLHKHIEVANGPASHYETRPQTYVDHMDGSYSLSALPFSQMSELLTRAEERVLVRPHEPPPPPPMHGAGDAKPTPTCISSA.... Result: 0 (no interaction).